From a dataset of Reaction yield outcomes from USPTO patents with 853,638 reactions. Predict the reaction yield, written as a fraction of the theoretical maximum amount of product (1.0 means a 100% yield; for example, 0.34 means a 34% yield). (1) The reactants are [N+:1]([C:4]1[CH:9]=[CH:8][CH:7]=[CH:6][C:5]=1[C:10]1[N:11]=[C:12]2[CH:17]=[CH:16][CH:15]=[CH:14][N:13]2[CH:18]=1)([O-])=O.C(O)C.Cl. The catalyst is [Pd].O. The product is [N:11]1[C:10]([C:5]2[CH:6]=[CH:7][CH:8]=[CH:9][C:4]=2[NH2:1])=[CH:18][N:13]2[CH2:14][CH2:15][CH2:16][CH2:17][C:12]=12. The yield is 1.00. (2) The reactants are [Cl:1][C:2]1[CH:10]=[C:6]([C:7]([OH:9])=O)[C:5]([OH:11])=[CH:4][CH:3]=1.[Cl:12][C:13]1[CH:19]=[CH:18][C:17]([Cl:20])=[CH:16][C:14]=1[NH2:15]. No catalyst specified. The product is [Cl:1][C:2]1[CH:3]=[CH:4][C:5]([OH:11])=[C:6]([CH:10]=1)[C:7]([NH:15][C:14]1[CH:16]=[C:17]([Cl:20])[CH:18]=[CH:19][C:13]=1[Cl:12])=[O:9]. The yield is 0.108. (3) The reactants are [C:1]([OH:10])(=[O:9])/[CH:2]=[CH:3]/[CH:4]=[CH:5]/[C:6]([OH:8])=[O:7].II. The catalyst is C(#N)C. The product is [C:1]([OH:10])(=[O:9])/[CH:2]=[CH:3]\[CH:4]=[CH:5]\[C:6]([OH:8])=[O:7]. The yield is 0.800. (4) The yield is 0.810. The catalyst is CO. The reactants are [CH3:1][CH:2]([C:4]1[N:8]([CH2:9][C:10]2[C:19]3[C:14](=[CH:15][CH:16]=[CH:17][CH:18]=3)[CH:13]=[CH:12][CH:11]=2)[C:7]2[CH:20]=[C:21]([N:27]3[CH2:32][CH2:31][O:30][CH2:29][CH2:28]3)[CH:22]=[C:23]([N+:24]([O-])=O)[C:6]=2[N:5]=1)[CH3:3].C([O-])([O-])=O.[Na+].[Na+]. The product is [CH3:3][CH:2]([C:4]1[N:8]([CH2:9][C:10]2[C:19]3[C:14](=[CH:15][CH:16]=[CH:17][CH:18]=3)[CH:13]=[CH:12][CH:11]=2)[C:7]2[CH:20]=[C:21]([N:27]3[CH2:28][CH2:29][O:30][CH2:31][CH2:32]3)[CH:22]=[C:23]([NH2:24])[C:6]=2[N:5]=1)[CH3:1]. (5) The reactants are C(O[C:6]([N:8]1[CH2:26][CH2:25][C:11]2[N:12]([C:19]3[CH:24]=[CH:23][CH:22]=[CH:21][CH:20]=3)[C:13]3[CH:14]=[CH:15][CH:16]=[CH:17][C:18]=3[C:10]=2[CH2:9]1)=[O:7])(C)(C)C.C(O)(C(F)(F)F)=O.[CH3:34][O:35][C:36]1[CH:44]=[N:43][C:42]([O:45][CH3:46])=[C:41]2[C:37]=1[C:38]([C:47](=[O:51])C(O)=O)=[CH:39][NH:40]2.CCN(C(C)C)C(C)C.C1N(P(Cl)(N2C(=O)OCC2)=O)C(=O)OC1. The catalyst is C(Cl)Cl. The product is [C:19]1([N:12]2[C:13]3[CH:14]=[CH:15][CH:16]=[CH:17][C:18]=3[C:10]3[CH2:9][N:8]([C:6](=[O:7])[C:47]([C:38]4[C:37]5[C:41](=[C:42]([O:45][CH3:46])[N:43]=[CH:44][C:36]=5[O:35][CH3:34])[NH:40][CH:39]=4)=[O:51])[CH2:26][CH2:25][C:11]2=3)[CH:24]=[CH:23][CH:22]=[CH:21][CH:20]=1. The yield is 0.330. (6) The reactants are NC1(C2C=CC(C3C(=O)C4C(=CC=C(F)C=4)OC=3C3C=CC=CC=3)=CC=2)CCC1.C(OC(=O)[NH:36][C:37]1([C:41]2[CH:46]=[CH:45][C:44]([C:47]3[C:48](=[O:68])[C:49]4[C:50]([O:60][C:61]=3[C:62]3[CH:67]=[CH:66][CH:65]=[CH:64][CH:63]=3)=[C:51]([C:55]3[CH:56]=[N:57][NH:58][CH:59]=3)[N:52]=[CH:53][CH:54]=4)=[CH:43][CH:42]=2)[CH2:40][CH2:39][CH2:38]1)(C)(C)C.C(O)(C(F)(F)F)=O.[ClH:77]. The catalyst is CO.O. The product is [ClH:77].[NH2:36][C:37]1([C:41]2[CH:42]=[CH:43][C:44]([C:47]3[C:48](=[O:68])[C:49]4[C:50]([O:60][C:61]=3[C:62]3[CH:63]=[CH:64][CH:65]=[CH:66][CH:67]=3)=[C:51]([C:55]3[CH:56]=[N:57][NH:58][CH:59]=3)[N:52]=[CH:53][CH:54]=4)=[CH:45][CH:46]=2)[CH2:40][CH2:39][CH2:38]1. The yield is 0.810. (7) The reactants are [CH3:1][O:2][C:3]1[C:9]([C:10]([F:13])([F:12])[F:11])=[CH:8][CH:7]=[CH:6][C:4]=1[NH2:5].[Br:14]C1C(=O)C(Br)=CC(Br)(Br)C=1. The catalyst is C(Cl)Cl. The product is [Br:14][C:8]1[CH:7]=[CH:6][C:4]([NH2:5])=[C:3]([O:2][CH3:1])[C:9]=1[C:10]([F:11])([F:12])[F:13]. The yield is 0.160. (8) The reactants are [NH2:1][C@H:2]([C:4]1[N:5]=[C:6]2[S:20][CH:19]=[C:18]([CH3:21])[N:7]2[C:8](=[O:17])[C:9]=1[C:10]1[CH:15]=[CH:14][CH:13]=[C:12]([F:16])[CH:11]=1)[CH3:3].[NH2:22][C:23]1[N:31]=[C:30]2[C:26]([NH:27][CH:28]=[N:29]2)=[C:25](Br)[N:24]=1.C(N(CC)C(C)C)(C)C. The catalyst is C(O)CCC. The product is [NH2:22][C:23]1[N:31]=[C:30]2[C:26]([N:27]=[CH:28][NH:29]2)=[C:25]([NH:1][C@H:2]([C:4]2[N:5]=[C:6]3[S:20][CH:19]=[C:18]([CH3:21])[N:7]3[C:8](=[O:17])[C:9]=2[C:10]2[CH:15]=[CH:14][CH:13]=[C:12]([F:16])[CH:11]=2)[CH3:3])[N:24]=1. The yield is 0.190.